From a dataset of Reaction yield outcomes from USPTO patents with 853,638 reactions. Predict the reaction yield, written as a fraction of the theoretical maximum amount of product (1.0 means a 100% yield; for example, 0.34 means a 34% yield). (1) The reactants are [O:1]=[C:2]1[C:8]2[CH:9]=[CH:10][N:11]=[CH:12][C:7]=2[O:6][C:5]2[CH:13]=[CH:14][CH:15]=[CH:16][C:4]=2[N:3]1[CH2:17][CH2:18][O:19][C:20]1[CH:29]=[CH:28][C:23]([C:24]([O:26][CH3:27])=[O:25])=[CH:22][CH:21]=1.[CH3:30]I. The catalyst is CC(C)=O. The product is [CH3:30][N:11]1[CH2:10][CH2:9][C:8]2[C:2](=[O:1])[N:3]([CH2:17][CH2:18][O:19][C:20]3[CH:21]=[CH:22][C:23]([C:24]([O:26][CH3:27])=[O:25])=[CH:28][CH:29]=3)[C:4]3[CH:16]=[CH:15][CH:14]=[CH:13][C:5]=3[O:6][C:7]=2[CH2:12]1. The yield is 0.510. (2) The reactants are [C:1]([C:4]1[C:9](=[O:10])[CH:8]=[CH:7][N:6]([C:11]2[CH:16]=[CH:15][CH:14]=[C:13]([C:17]([F:20])([F:19])[F:18])[CH:12]=2)[N:5]=1)(=[O:3])[CH3:2].[Br:21]Br. The catalyst is CC(O)=O.O.C([O-])(O)=O.[Na+]. The product is [C:1]([C:4]1[C:9](=[O:10])[C:8]([Br:21])=[CH:7][N:6]([C:11]2[CH:16]=[CH:15][CH:14]=[C:13]([C:17]([F:19])([F:20])[F:18])[CH:12]=2)[N:5]=1)(=[O:3])[CH3:2]. The yield is 0.260. (3) The reactants are [O:1]=[C:2]1[CH:7]([C:8]([O-:10])=O)[O:6][CH2:5][CH2:4][N:3]1[C:11]1[CH:16]=[CH:15][CH:14]=[CH:13][CH:12]=1.[Li+].Cl.C([NH+](CC)CC)C.N1C2C(=NC=CC=2)N(O)N=1.[F:36][C:37]1[CH:38]=[C:39]([NH2:56])[CH:40]=[CH:41][C:42]=1[O:43][C:44]1[C:53]2[C:48](=[CH:49][C:50]([O:54][CH3:55])=[CH:51][CH:52]=2)[N:47]=[CH:46][CH:45]=1. No catalyst specified. The product is [F:36][C:37]1[CH:38]=[C:39]([NH:56][C:8]([CH:7]2[O:6][CH2:5][CH2:4][N:3]([C:11]3[CH:16]=[CH:15][CH:14]=[CH:13][CH:12]=3)[C:2]2=[O:1])=[O:10])[CH:40]=[CH:41][C:42]=1[O:43][C:44]1[C:53]2[C:48](=[CH:49][C:50]([O:54][CH3:55])=[CH:51][CH:52]=2)[N:47]=[CH:46][CH:45]=1. The yield is 0.152. (4) The reactants are [Br:1][C:2]1[CH:3]=[C:4]2[C:9](=[CH:10][CH:11]=1)[CH2:8][NH:7][C:6](=[O:12])[C:5]2=[CH:13][N:14]([CH3:16])C.[CH3:17][N:18]1[CH2:23][CH2:22][NH:21][CH2:20][CH:19]1C1C=CC(N)=CC=1. The catalyst is C1(C)C=CC=CC=1. The product is [Br:1][C:2]1[CH:3]=[C:4]2[C:9](=[CH:10][CH:11]=1)[CH2:8][NH:7][C:6](=[O:12])/[C:5]/2=[CH:13]\[NH:14][C:16]1[CH:4]=[CH:3][C:2]([N:21]2[CH2:20][CH2:19][N:18]([CH3:17])[CH2:23][CH2:22]2)=[CH:11][CH:10]=1. The yield is 0.250. (5) The reactants are Cl.[NH2:2][CH2:3][C:4]1[CH:5]=[C:6]2[C:11](=[CH:12][CH:13]=1)[N:10]=[C:9]([CH3:14])[N:8]([CH:15]1[CH2:20][CH2:19][C:18](=[O:21])[NH:17][C:16]1=[O:22])[C:7]2=[O:23].C(N(CC)CC)C.[Cl:31][C:32]1[CH:37]=[CH:36][C:35]([N:38]=[C:39]=[O:40])=[CH:34][CH:33]=1. The catalyst is C1COCC1. The product is [Cl:31][C:32]1[CH:37]=[CH:36][C:35]([NH:38][C:39]([NH:2][CH2:3][C:4]2[CH:5]=[C:6]3[C:11](=[CH:12][CH:13]=2)[N:10]=[C:9]([CH3:14])[N:8]([CH:15]2[CH2:20][CH2:19][C:18](=[O:21])[NH:17][C:16]2=[O:22])[C:7]3=[O:23])=[O:40])=[CH:34][CH:33]=1. The yield is 0.630. (6) The reactants are [Cl:1][C:2]1[CH:3]=[C:4]([C@@H:8]2[C@@H:13]([C:14]3[CH:19]=[CH:18][C:17]([Cl:20])=[CH:16][CH:15]=3)[NH:12][C:11](=[O:21])[CH2:10][CH2:9]2)[CH:5]=[CH:6][CH:7]=1.[H-].[Na+].Cl[CH2:25][C:26]1[CH:31]=[CH:30][C:29]([O:32][CH3:33])=[CH:28][C:27]=1[O:34][CH3:35]. The catalyst is CN(C=O)C.C1C=CC=CC=1. The product is [Cl:1][C:2]1[CH:3]=[C:4]([C@@H:8]2[C@@H:13]([C:14]3[CH:15]=[CH:16][C:17]([Cl:20])=[CH:18][CH:19]=3)[N:12]([CH2:25][C:26]3[CH:31]=[CH:30][C:29]([O:32][CH3:33])=[CH:28][C:27]=3[O:34][CH3:35])[C:11](=[O:21])[CH2:10][CH2:9]2)[CH:5]=[CH:6][CH:7]=1. The yield is 0.900. (7) The yield is 0.810. The reactants are [CH2:1]([NH2:3])[CH3:2].CCN=C=NCCCN(C)C.Cl.ON1C2C=CC=CC=2N=N1.[Cl:26][C:27]1[N:28]=[C:29]([C:34]([NH:36][C@H:37]2[CH2:42][CH2:41][N:40]([C:43]3[S:44][C:45]([C:51]([O:53][CH2:54][CH3:55])=[O:52])=[C:46]([C:48]([OH:50])=O)[N:47]=3)[CH2:39][C@H:38]2[O:56][CH2:57][CH3:58])=[O:35])[NH:30][C:31]=1[CH2:32][CH3:33]. The product is [Cl:26][C:27]1[N:28]=[C:29]([C:34]([NH:36][C@H:37]2[CH2:42][CH2:41][N:40]([C:43]3[S:44][C:45]([C:51]([O:53][CH2:54][CH3:55])=[O:52])=[C:46]([C:48](=[O:50])[NH:3][CH2:1][CH3:2])[N:47]=3)[CH2:39][C@H:38]2[O:56][CH2:57][CH3:58])=[O:35])[NH:30][C:31]=1[CH2:32][CH3:33]. The catalyst is CC(N(C)C)=O.ClCCl.C(OCC)(=O)C. (8) The reactants are [I:1][C:2]1[C:10]2[C:5](=[N:6][CH:7]=[N:8][C:9]=2[NH2:11])[NH:4][N:3]=1.C(=O)([O-])[O-].[Cs+].[Cs+].[C:18]1([C:24](Cl)([C:31]2[CH:36]=[CH:35][CH:34]=[CH:33][CH:32]=2)[C:25]2[CH:30]=[CH:29][CH:28]=[CH:27][CH:26]=2)[CH:23]=[CH:22][CH:21]=[CH:20][CH:19]=1. The catalyst is CN(C)C=O. The product is [I:1][C:2]1[C:10]2[C:5](=[N:6][CH:7]=[N:8][C:9]=2[NH2:11])[N:4]([C:24]([C:18]2[CH:23]=[CH:22][CH:21]=[CH:20][CH:19]=2)([C:31]2[CH:32]=[CH:33][CH:34]=[CH:35][CH:36]=2)[C:25]2[CH:26]=[CH:27][CH:28]=[CH:29][CH:30]=2)[N:3]=1. The yield is 0.530.